From a dataset of Full USPTO retrosynthesis dataset with 1.9M reactions from patents (1976-2016). Predict the reactants needed to synthesize the given product. (1) Given the product [Cl:12][C:13]1[CH:18]=[C:17]([Cl:19])[CH:16]=[CH:15][C:14]=1[S:20]([N:1]1[C:9]2[C:4](=[CH:5][CH:6]=[CH:7][CH:8]=2)[C:3]([CH:10]=[O:11])=[CH:2]1)(=[O:22])=[O:21], predict the reactants needed to synthesize it. The reactants are: [NH:1]1[C:9]2[C:4](=[CH:5][CH:6]=[CH:7][CH:8]=2)[C:3]([CH:10]=[O:11])=[CH:2]1.[Cl:12][C:13]1[CH:18]=[C:17]([Cl:19])[CH:16]=[CH:15][C:14]=1[S:20](Cl)(=[O:22])=[O:21].C(N(C(C)C)CC)(C)C.C(=O)([O-])O.[Na+]. (2) Given the product [NH2:6][C:7]1[S:16][CH2:15][C@H:14]2[C@:9]([C:19]3[CH:24]=[C:23]([N+:26]([O-:28])=[O:27])[CH:22]=[CH:21][C:20]=3[F:25])([CH2:10][O:11][C@@H:12]([CH2:17][OH:18])[CH2:13]2)[N:8]=1, predict the reactants needed to synthesize it. The reactants are: S(=O)(=O)(O)O.[NH2:6][C:7]1[S:16][CH2:15][C@H:14]2[C@:9]([C:19]3[CH:24]=[CH:23][CH:22]=[CH:21][C:20]=3[F:25])([CH2:10][O:11][C@@H:12]([CH2:17][OH:18])[CH2:13]2)[N:8]=1.[N+:26]([O-])([OH:28])=[O:27].[OH-].[Na+]. (3) Given the product [OH:4][C:2]([C:12]1[CH:17]=[CH:16][N:15]2[C:18]([C:21]3[N:26]=[C:25]([C:27]4[CH:34]=[CH:33][CH:32]=[CH:31][C:28]=4[C:29]#[N:30])[CH:24]=[CH:23][CH:22]=3)=[CH:19][N:20]=[C:14]2[N:13]=1)([CH3:1])[CH3:3], predict the reactants needed to synthesize it. The reactants are: [CH3:1][C:2]([C:12]1[CH:17]=[CH:16][N:15]2[C:18]([C:21]3[N:26]=[C:25]([C:27]4[CH:34]=[CH:33][CH:32]=[CH:31][C:28]=4[C:29]#[N:30])[CH:24]=[CH:23][CH:22]=3)=[CH:19][N:20]=[C:14]2[N:13]=1)([O:4][Si](CC)(CC)CC)[CH3:3]. (4) Given the product [C:1]([C:5]1[CH:6]=[CH:7][C:8]([S:11]([N:14]([C:15]2[CH:20]=[CH:19][C:18]([CH3:21])=[CH:17][CH:16]=2)[CH2:22][C:23]([N:28]([CH2:26][CH3:27])[CH2:29][C:30]2[CH:31]=[N:32][C:33]3[C:38]([CH:39]=2)=[CH:37][CH:36]=[CH:35][CH:34]=3)=[O:24])(=[O:12])=[O:13])=[CH:9][CH:10]=1)([CH3:3])([CH3:2])[CH3:4], predict the reactants needed to synthesize it. The reactants are: [C:1]([C:5]1[CH:10]=[CH:9][C:8]([S:11]([N:14]([CH2:22][C:23](O)=[O:24])[C:15]2[CH:20]=[CH:19][C:18]([CH3:21])=[CH:17][CH:16]=2)(=[O:13])=[O:12])=[CH:7][CH:6]=1)([CH3:4])([CH3:3])[CH3:2].[CH2:26]([NH:28][CH2:29][C:30]1[CH:31]=[N:32][C:33]2[C:38]([CH:39]=1)=[CH:37][CH:36]=[CH:35][CH:34]=2)[CH3:27]. (5) Given the product [CH3:1][S:2][C:3]1[N:4]=[CH:5][C:6]2[C:15](=[O:16])[N:14]([C:17]3[CH:18]=[C:19]([C:23]4[O:24][CH:25]=[C:26]([C:28]([O:30][CH3:31])=[O:29])[N:27]=4)[CH:20]=[CH:21][CH:22]=3)[CH2:13][C@H:12]3[N:8]([CH2:9][CH2:10][CH2:11]3)[C:7]=2[N:32]=1, predict the reactants needed to synthesize it. The reactants are: [CH3:1][S:2][C:3]1[N:4]=[CH:5][C:6]2[C:15](=[O:16])[N:14]([C:17]3[CH:18]=[C:19]([C:23]4[O:24][CH2:25][C@@H:26]([C:28]([O:30][CH3:31])=[O:29])[N:27]=4)[CH:20]=[CH:21][CH:22]=3)[CH2:13][C@H:12]3[N:8]([CH2:9][CH2:10][CH2:11]3)[C:7]=2[N:32]=1.BrC(Cl)(Cl)Cl.N12CCCC=C1CCCCN2. (6) The reactants are: [N:1]1[C:6]([C:7](OC)=[O:8])=[CH:5][CH:4]=[CH:3][C:2]=1[C:11]([O:13][CH3:14])=[O:12].[BH4-].[Na+]. Given the product [OH:8][CH2:7][C:6]1[N:1]=[C:2]([C:11]([O:13][CH3:14])=[O:12])[CH:3]=[CH:4][CH:5]=1, predict the reactants needed to synthesize it. (7) Given the product [N+:2]([C:5]1[CH:10]=[CH:9][C:8]([C:11](=[O:20])[CH2:12][CH2:13][C:14]2[CH:19]=[CH:18][N:17]=[CH:16][CH:15]=2)=[CH:7][CH:6]=1)([O-:4])=[O:3], predict the reactants needed to synthesize it. The reactants are: [H-].[N+:2]([C:5]1[CH:10]=[CH:9][C:8]([C:11](=[O:20])/[CH:12]=[CH:13]/[C:14]2[CH:19]=[CH:18][N:17]=[CH:16][CH:15]=2)=[CH:7][CH:6]=1)([O-:4])=[O:3]. (8) Given the product [C:35]([C:30]1[CH:31]=[CH:32][CH:33]=[CH:34][C:29]=1[C:4]1[CH:5]=[CH:6][C:7]([CH2:8][C:9]2[C:10](=[O:28])[N:11]([C@H:21]3[CH2:26][CH2:25][C@H:24]([O:27][CH:38]([CH3:46])[C:39]([O:41][C:42]([CH3:45])([CH3:44])[CH3:43])=[O:40])[CH2:23][CH2:22]3)[C:12]3[N:13]([N:18]=[CH:19][N:20]=3)[C:14]=2[CH2:15][CH2:16][CH3:17])=[C:2]([F:1])[CH:3]=1)#[N:36], predict the reactants needed to synthesize it. The reactants are: [F:1][C:2]1[CH:3]=[C:4]([C:29]2[C:30]([C:35]#[N:36])=[CH:31][CH:32]=[CH:33][CH:34]=2)[CH:5]=[CH:6][C:7]=1[CH2:8][C:9]1[C:10](=[O:28])[N:11]([C@H:21]2[CH2:26][CH2:25][C@H:24]([OH:27])[CH2:23][CH2:22]2)[C:12]2[N:13]([N:18]=[CH:19][N:20]=2)[C:14]=1[CH2:15][CH2:16][CH3:17].Br[CH:38]([CH3:46])[C:39]([O:41][C:42]([CH3:45])([CH3:44])[CH3:43])=[O:40].C1(C)C=CC=CC=1.[OH-].[Na+]. (9) Given the product [CH3:1][O:2][C:3]1[CH:20]=[CH:19][C:6]([C:7]([NH:9][C:10]2[CH:15]=[CH:14][C:13]([N+:16]([O-:18])=[O:17])=[CH:12][CH:11]=2)=[S:30])=[CH:5][CH:4]=1, predict the reactants needed to synthesize it. The reactants are: [CH3:1][O:2][C:3]1[CH:20]=[CH:19][C:6]([C:7]([NH:9][C:10]2[CH:15]=[CH:14][C:13]([N+:16]([O-:18])=[O:17])=[CH:12][CH:11]=2)=O)=[CH:5][CH:4]=1.COC1C=CC(P2(SP(C3C=CC(OC)=CC=3)(=S)S2)=[S:30])=CC=1.